From a dataset of Full USPTO retrosynthesis dataset with 1.9M reactions from patents (1976-2016). Predict the reactants needed to synthesize the given product. (1) The reactants are: [Cl:1][C:2]1[CH:3]=[C:4]2[N:12]([C@@H:13]([CH3:17])[CH2:14][O:15][CH3:16])[CH:11]=[C:10]([CH3:18])[C:5]2=[N:6][C:7]=1[O:8]C.C[S-].[Na+]. Given the product [Cl:1][C:2]1[C:7](=[O:8])[NH:6][C:5]2[C:10]([CH3:18])=[CH:11][N:12]([C@@H:13]([CH3:17])[CH2:14][O:15][CH3:16])[C:4]=2[CH:3]=1, predict the reactants needed to synthesize it. (2) Given the product [C:1]([O:5][C:6]([N:8]1[CH2:12][CH2:11][C@H:10]([O:13][C:14]2[CH:15]=[CH:16][C:17]([CH:20]3[CH2:25][CH2:24][N:23]([C:26]([O:28][CH2:29][C:30]4[CH:35]=[CH:34][CH:33]=[CH:32][CH:31]=4)=[O:27])[CH2:22][CH:21]3[O:36][CH2:38][C:39]3[CH:40]=[CH:41][C:42]4[O:47][CH2:46][C:45](=[O:48])[N:44]([CH2:49][CH2:50][CH2:51][O:52][CH3:53])[C:43]=4[CH:54]=3)=[CH:18][CH:19]=2)[CH2:9]1)=[O:7])([CH3:4])([CH3:2])[CH3:3], predict the reactants needed to synthesize it. The reactants are: [C:1]([O:5][C:6]([N:8]1[CH2:12][CH2:11][C@H:10]([O:13][C:14]2[CH:19]=[CH:18][C:17]([CH:20]3[CH2:25][CH2:24][N:23]([C:26]([O:28][CH2:29][C:30]4[CH:35]=[CH:34][CH:33]=[CH:32][CH:31]=4)=[O:27])[CH2:22][CH:21]3[OH:36])=[CH:16][CH:15]=2)[CH2:9]1)=[O:7])([CH3:4])([CH3:3])[CH3:2].Cl[CH2:38][C:39]1[CH:40]=[CH:41][C:42]2[O:47][CH2:46][C:45](=[O:48])[N:44]([CH2:49][CH2:50][CH2:51][O:52][CH3:53])[C:43]=2[CH:54]=1. (3) Given the product [NH3:3].[N:18]1[CH:23]=[CH:22][CH:21]=[CH:20][C:19]=1[S:24]([NH2:27])(=[O:26])=[O:25], predict the reactants needed to synthesize it. The reactants are: BrC1C=CC=C[N:3]=1.C([Li])CCC.S(Cl)(Cl)(=O)=O.[N:18]1[CH:23]=[CH:22][CH:21]=[CH:20][C:19]=1[S:24]([NH2:27])(=[O:26])=[O:25].